Dataset: Full USPTO retrosynthesis dataset with 1.9M reactions from patents (1976-2016). Task: Predict the reactants needed to synthesize the given product. The reactants are: [C:1]([CH:4]1[C:8](=O)[CH:7]([C:10]2[CH:15]=[CH:14][C:13]([Cl:16])=[CH:12][CH:11]=2)[N:6]([C:17]2[CH:22]=[C:21]([CH3:23])[C:20](=[O:24])[N:19]([CH3:25])[CH:18]=2)[C:5]1=[O:26])(=O)[CH3:2].[NH:27]([C:29]1[C:30]([O:37][CH3:38])=[N:31][C:32]([O:35][CH3:36])=[N:33][CH:34]=1)[NH2:28]. Given the product [Cl:16][C:13]1[CH:14]=[CH:15][C:10]([CH:7]2[C:8]3=[N:28][N:27]([C:29]4[C:30]([O:37][CH3:38])=[N:31][C:32]([O:35][CH3:36])=[N:33][CH:34]=4)[C:1]([CH3:2])=[C:4]3[C:5](=[O:26])[N:6]2[C:17]2[CH:22]=[C:21]([CH3:23])[C:20](=[O:24])[N:19]([CH3:25])[CH:18]=2)=[CH:11][CH:12]=1, predict the reactants needed to synthesize it.